From a dataset of Catalyst prediction with 721,799 reactions and 888 catalyst types from USPTO. Predict which catalyst facilitates the given reaction. (1) Reactant: [CH3:13][C:12]([O:11][C:9](O[C:9]([O:11][C:12]([CH3:15])([CH3:14])[CH3:13])=[O:10])=[O:10])([CH3:15])[CH3:14].[Br:16][C:17]1[CH:18]=[C:19]([NH2:24])[CH:20]=[CH:21][C:22]=1[Cl:23].[H-].[Na+]. Product: [Br:16][C:17]1[CH:18]=[C:19]([NH:24][C:9](=[O:10])[O:11][C:12]([CH3:13])([CH3:14])[CH3:15])[CH:20]=[CH:21][C:22]=1[Cl:23]. The catalyst class is: 220. (2) Reactant: C([Si](C)(C)[O:6][CH2:7][CH2:8][NH:9][C:10]1[O:11][C:12]([C:15]2[CH:20]=[CH:19][C:18]([F:21])=[C:17]([F:22])[C:16]=2[NH:23][C:24]2[CH:29]=[CH:28][C:27]([I:30])=[CH:26][C:25]=2[F:31])=[N:13][N:14]=1)(C)(C)C.C(O)(=O)C.[F-].C([NH3+])(C)(C)C. Product: [F:22][C:17]1[C:16]([NH:23][C:24]2[CH:29]=[CH:28][C:27]([I:30])=[CH:26][C:25]=2[F:31])=[C:15]([C:12]2[O:11][C:10]([NH:9][CH2:8][CH2:7][OH:6])=[N:14][N:13]=2)[CH:20]=[CH:19][C:18]=1[F:21]. The catalyst class is: 1. (3) Reactant: [CH3:1][CH:2](C)[C@@H:3]([N:8]1[CH2:16][C:15]2[C:10](=[CH:11][CH:12]=[C:13]([C:17]3[CH:22]=[CH:21][C:20]([NH:23][C:24]([NH:26][C:27]4[CH:32]=[CH:31][CH:30]=[C:29]([C:33]([F:36])([F:35])[F:34])[CH:28]=4)=[O:25])=[CH:19][CH:18]=3)[CH:14]=2)[C:9]1=[O:37])[C:4]([O:6][CH3:7])=[O:5].O=C1[C:48]2[C:43](=[CH:44][C:45]([C:43]3[CH:48]=[CH:47]C(NC(N[C:43]4[CH:48]=[CH:47]C=[C:45](C(F)(F)F)[CH:44]=4)=O)=[CH:45][CH:44]=3)=C[CH:47]=2)CN1CCC(O)=O.CC1(C)C(C)(C)OB(C2C=CC(NC(NC3C=CC=C(C(F)(F)F)C=3)=O)=CC=2)O1. Product: [O:37]=[C:9]1[C:10]2[C:15](=[CH:14][C:13]([C:17]3[CH:18]=[CH:19][C:20]([NH:23][C:24]([NH:26][C:27]4[CH:32]=[CH:31][CH:30]=[C:29]([C:33]([F:35])([F:34])[F:36])[CH:28]=4)=[O:25])=[CH:21][CH:22]=3)=[CH:12][CH:11]=2)[CH2:16][N:8]1[C@@H:3]([CH2:2][C:1]1[CH:47]=[CH:48][CH:43]=[CH:44][CH:45]=1)[C:4]([O:6][CH3:7])=[O:5]. The catalyst class is: 462. (4) Reactant: [S:1]1[CH:5]=[CH:4][CH:3]=[C:2]1[C:6]([OH:8])=O.[CH3:9][C:10]1(C)[O:15]C(=O)[CH2:13][C:12](=O)[O:11]1.C1(N=C=NC2CCCCC2)CCCCC1. Product: [CH2:12]([O:11][C:10](=[O:15])[CH2:9][C:6]([C:2]1[S:1][CH:5]=[CH:4][CH:3]=1)=[O:8])[CH3:13]. The catalyst class is: 143. (5) Reactant: [OH:1][C:2]1[C:7]([C:8]([OH:10])=[O:9])=[CH:6][N:5]=[C:4]([CH3:11])[CH:3]=1.[Br:12]Br. Product: [Br:12][C:3]1[C:4]([CH3:11])=[N:5][CH:6]=[C:7]([C:2]=1[OH:1])[C:8]([OH:10])=[O:9]. The catalyst class is: 86.